From a dataset of Full USPTO retrosynthesis dataset with 1.9M reactions from patents (1976-2016). Predict the reactants needed to synthesize the given product. (1) The reactants are: [ClH:1].[CH3:2][O:3][C:4](=[O:9])[C@H:5]([CH2:7][OH:8])[NH2:6].[NH2:10][C@@H:11]([C:14]([OH:16])=[O:15])[CH2:12][OH:13]. Given the product [ClH:1].[CH3:2][O:3][C:4](=[O:9])[C@@H:5]([CH2:7][OH:8])[NH2:6].[NH2:10][C@H:11]([C:14]([OH:16])=[O:15])[CH2:12][OH:13], predict the reactants needed to synthesize it. (2) Given the product [CH3:32][O:31][CH:17]([O:16][CH3:15])[CH2:18][N:19]([CH2:20][C:21]1[CH:26]=[CH:25][C:24]([C:27]([F:28])([F:29])[F:30])=[CH:23][CH:22]=1)[C:1](=[O:2])[NH:33][C:34]1[S:35][C:36]([C:40]([NH:42][CH2:43][C:44]2[CH:45]=[N:46][CH:47]=[CH:48][CH:49]=2)=[O:41])=[C:37]([CH3:39])[N:38]=1, predict the reactants needed to synthesize it. The reactants are: [CH3:1][O:2]C(OC)CNC1C=CC(F)=CC=1.[CH3:15][O:16][CH:17]([O:31][CH3:32])[CH2:18][NH:19][CH2:20][C:21]1[CH:26]=[CH:25][C:24]([C:27]([F:30])([F:29])[F:28])=[CH:23][CH:22]=1.[NH2:33][C:34]1[S:35][C:36]([C:40]([NH:42][CH2:43][C:44]2[CH:45]=[N:46][CH:47]=[CH:48][CH:49]=2)=[O:41])=[C:37]([CH3:39])[N:38]=1. (3) The reactants are: [Cl:1][C:2]1[CH:3]=[N:4][CH:5]=[C:6]([Cl:20])[C:7]=1[S:8][C:9]1[S:13][C:12]([C:14]([OH:16])=O)=[CH:11][C:10]=1[N+:17]([O-:19])=[O:18].[NH2:21][C:22]1[CH:23]=[C:24]2[C:29](=[CH:30][CH:31]=1)[N:28]=[CH:27][CH:26]=[CH:25]2. Given the product [Cl:20][C:6]1[CH:5]=[N:4][CH:3]=[C:2]([Cl:1])[C:7]=1[S:8][C:9]1[S:13][C:12]([C:14]([NH:21][C:22]2[CH:23]=[C:24]3[C:29](=[CH:30][CH:31]=2)[N:28]=[CH:27][CH:26]=[CH:25]3)=[O:16])=[CH:11][C:10]=1[N+:17]([O-:19])=[O:18], predict the reactants needed to synthesize it.